This data is from Reaction yield outcomes from USPTO patents with 853,638 reactions. The task is: Predict the reaction yield, written as a fraction of the theoretical maximum amount of product (1.0 means a 100% yield; for example, 0.34 means a 34% yield). (1) The reactants are [C:1]([O:5][C:6](=[O:15])[NH:7][CH2:8][C:9](=[O:14])NCOC)([CH3:4])([CH3:3])[CH3:2].C([Mg]Cl)(C)C.[C:21]1([Mg]Cl)[CH:26]=[CH:25][CH:24]=[CH:23][CH:22]=1.C(O)(=O)C. The catalyst is C1COCC1. The product is [C:1]([O:5][C:6](=[O:15])[NH:7][CH2:8][C:9](=[O:14])[C:21]1[CH:26]=[CH:25][CH:24]=[CH:23][CH:22]=1)([CH3:2])([CH3:3])[CH3:4]. The yield is 0.390. (2) The reactants are [Cl:1][C:2]1[CH:3]=[C:4]([N:10]2[CH:22]([CH:23]3[CH2:27][CH2:26][CH2:25][CH2:24]3)[CH:21]3[C:12]([C:13]4[CH:14]=[CH:15][C:16]([C:28](O)=[O:29])=[N:17][C:18]=4[CH2:19][CH2:20]3)=[N:11]2)[CH:5]=[CH:6][C:7]=1[C:8]#[N:9].FC(F)(F)C(O)=O.[CH3:38][S:39]([CH2:42][CH2:43][NH2:44])(=[O:41])=[O:40].CCN(C(C)C)C(C)C.CN(C(ON1N=NC2C=CC=NC1=2)=[N+](C)C)C.F[P-](F)(F)(F)(F)F.C(N(CC)CC)C. The catalyst is ClCCl.CN(C=O)C. The product is [Cl:1][C:2]1[CH:3]=[C:4]([N:10]2[CH:22]([CH:23]3[CH2:27][CH2:26][CH2:25][CH2:24]3)[CH:21]3[C:12]([C:13]4[CH:14]=[CH:15][C:16]([C:28]([NH:44][CH2:43][CH2:42][S:39]([CH3:38])(=[O:41])=[O:40])=[O:29])=[N:17][C:18]=4[CH2:19][CH2:20]3)=[N:11]2)[CH:5]=[CH:6][C:7]=1[C:8]#[N:9]. The yield is 0.798. (3) The reactants are [CH3:1][C:2]1([CH3:16])[C:7]2[CH:8]=[C:9](B(O)O)[CH:10]=[CH:11][C:6]=2[NH:5][C:4](=[O:15])[O:3]1.[Br:17][C:18]1[CH:23]=[C:22]([F:24])[CH:21]=[C:20](Br)[CH:19]=1.C(=O)([O-])[O-].[Na+].[Na+]. The catalyst is COCCOC.O.C1C=CC([P]([Pd]([P](C2C=CC=CC=2)(C2C=CC=CC=2)C2C=CC=CC=2)([P](C2C=CC=CC=2)(C2C=CC=CC=2)C2C=CC=CC=2)[P](C2C=CC=CC=2)(C2C=CC=CC=2)C2C=CC=CC=2)(C2C=CC=CC=2)C2C=CC=CC=2)=CC=1. The product is [Br:17][C:18]1[CH:19]=[C:20]([C:9]2[CH:10]=[CH:11][C:6]3[NH:5][C:4](=[O:15])[O:3][C:2]([CH3:16])([CH3:1])[C:7]=3[CH:8]=2)[CH:21]=[C:22]([F:24])[CH:23]=1. The yield is 0.400.